This data is from Reaction yield outcomes from USPTO patents with 853,638 reactions. The task is: Predict the reaction yield, written as a fraction of the theoretical maximum amount of product (1.0 means a 100% yield; for example, 0.34 means a 34% yield). The reactants are [C:9](O[C:9]([O:11][C:12]([CH3:15])([CH3:14])[CH3:13])=[O:10])([O:11][C:12]([CH3:15])([CH3:14])[CH3:13])=[O:10].[Cl:16][C:17]1[NH:18][CH:19]=[CH:20][N:21]=1.[OH-].[Na+].O.O1[CH2:29][CH2:28][CH2:27][CH2:26]1. No catalyst specified. The product is [C:12]([O:11][C:9]([N:18]1[C:19]2[CH:26]=[CH:27][CH:28]=[CH:29][C:20]=2[N:21]=[C:17]1[Cl:16])=[O:10])([CH3:13])([CH3:14])[CH3:15]. The yield is 0.990.